From a dataset of Full USPTO retrosynthesis dataset with 1.9M reactions from patents (1976-2016). Predict the reactants needed to synthesize the given product. (1) Given the product [CH3:17][C:16]1[N:9]=[C:7]([C:6]2[CH:10]=[CH:11][C:3]([C:2]([F:12])([F:13])[F:1])=[CH:4][CH:5]=2)[O:8][CH:15]=1, predict the reactants needed to synthesize it. The reactants are: [F:1][C:2]([F:13])([F:12])[C:3]1[CH:11]=[CH:10][C:6]([C:7]([NH2:9])=[O:8])=[CH:5][CH:4]=1.Cl[CH2:15][C:16](=O)[CH3:17]. (2) Given the product [C:1](/[C:3](=[CH:17]\[C:16]1[CH:19]=[CH:20][CH:21]=[C:14]([N+:11]([O-:13])=[O:12])[CH:15]=1)/[C:4]([O:6][C:7]([CH3:10])([CH3:9])[CH3:8])=[O:5])#[N:2], predict the reactants needed to synthesize it. The reactants are: [C:1]([CH2:3][C:4]([O:6][C:7]([CH3:10])([CH3:9])[CH3:8])=[O:5])#[N:2].[N+:11]([C:14]1[CH:15]=[C:16]([CH:19]=[CH:20][CH:21]=1)[CH:17]=O)([O-:13])=[O:12]. (3) The reactants are: CCOP(OCC)([CH2:6][C:7]#[N:8])=O.CN1C(=O)N(C)CCC1.[H-].[Na+].[Cl:23][C:24]1[CH:25]=[C:26]([C:30]2[N:34]3[N:35]=[C:36]([NH:39][CH:40]4[CH2:45][CH2:44][C:43](=O)[CH2:42][CH2:41]4)[CH:37]=[CH:38][C:33]3=[N:32][CH:31]=2)[CH:27]=[CH:28][CH:29]=1. Given the product [Cl:23][C:24]1[CH:25]=[C:26]([C:30]2[N:34]3[N:35]=[C:36]([NH:39][CH:40]4[CH2:45][CH2:44][C:43](=[CH:6][C:7]#[N:8])[CH2:42][CH2:41]4)[CH:37]=[CH:38][C:33]3=[N:32][CH:31]=2)[CH:27]=[CH:28][CH:29]=1, predict the reactants needed to synthesize it. (4) Given the product [N+:1]1([O-:18])[CH:2]=[CH:3][C:4]2[C:9]=1[NH:8][CH:7]=[CH:6][CH:5]=2, predict the reactants needed to synthesize it. The reactants are: [NH:1]1[C:9]2[C:4](=[CH:5][CH:6]=[CH:7][N:8]=2)[CH:3]=[CH:2]1.C1C=C(Cl)C=C(C(OO)=[O:18])C=1.C(=O)([O-])[O-].[K+].[K+]. (5) Given the product [CH3:43][O:42][N:41]([CH3:40])[C:14]([CH:10]1[O:11][CH2:12][CH2:13][N:8]([C:6]([O:5][C:1]([CH3:2])([CH3:3])[CH3:4])=[O:7])[CH2:9]1)=[O:16], predict the reactants needed to synthesize it. The reactants are: [C:1]([O:5][C:6]([N:8]1[CH2:13][CH2:12][O:11][CH:10]([C:14]([OH:16])=O)[CH2:9]1)=[O:7])([CH3:4])([CH3:3])[CH3:2].Cl.CN(C)CCCN=C=NCC.O.ON1C2C=CC=CC=2N=N1.[CH3:40][NH:41][O:42][CH3:43]. (6) Given the product [F:23][CH:19]([F:24])[O:1][C:2]1[N:3]=[CH:4][C:5]([C:8]([O:10][CH3:11])=[O:9])=[N:6][CH:7]=1, predict the reactants needed to synthesize it. The reactants are: [OH:1][C:2]1[N:3]=[CH:4][C:5]([C:8]([O:10][CH3:11])=[O:9])=[N:6][CH:7]=1.C(=O)([O-])[O-].[K+].[K+].Cl[C:19]([F:24])([F:23])C([O-])=O.[Na+]. (7) Given the product [NH2:1][C:4]1[CH:8]=[CH:7][N:6]([CH2:9][CH2:10][CH2:11][CH2:12][OH:13])[N:5]=1, predict the reactants needed to synthesize it. The reactants are: [N+:1]([C:4]1[CH:8]=[CH:7][N:6]([CH2:9][C:10]#[C:11][CH2:12][OH:13])[N:5]=1)([O-])=O.CO.NN. (8) The reactants are: C[O:2][C:3](=[O:25])[C:4]([C:7]1[N:8]=[C:9]([NH:21][CH:22]([CH3:24])[CH3:23])[C:10]2[N:11]([C:13](=[O:20])[N:14]([C:16]([CH3:19])([CH3:18])[CH3:17])[N:15]=2)[CH:12]=1)([CH3:6])[CH3:5]. Given the product [C:16]([N:14]1[C:13](=[O:20])[N:11]2[CH:12]=[C:7]([C:4]([CH3:6])([CH3:5])[C:3]([OH:25])=[O:2])[N:8]=[C:9]([NH:21][CH:22]([CH3:23])[CH3:24])[C:10]2=[N:15]1)([CH3:18])([CH3:19])[CH3:17], predict the reactants needed to synthesize it.